Predict the reactants needed to synthesize the given product. From a dataset of Full USPTO retrosynthesis dataset with 1.9M reactions from patents (1976-2016). (1) Given the product [CH3:9][O:10][C:11](=[O:40])/[C:12](/[NH:13][C:14](=[O:33])[C:15]1[CH:20]=[CH:19][C:18]([CH:21]([OH:31])[CH2:22][CH2:23][C:24]2[CH:29]=[CH:28][CH:27]=[C:26]([OH:30])[CH:25]=2)=[CH:17][C:16]=1[Cl:32])=[CH:48]/[C:44]1[S:43][C:42]([CH3:41])=[N:46][C:45]=1[CH3:47], predict the reactants needed to synthesize it. The reactants are: CN(C)C(N(C)C)=N.[CH3:9][O:10][C:11](=[O:40])[CH:12](P(OC)(OC)=O)[NH:13][C:14](=[O:33])[C:15]1[CH:20]=[CH:19][C:18]([CH:21]([OH:31])[CH2:22][CH2:23][C:24]2[CH:29]=[CH:28][CH:27]=[C:26]([OH:30])[CH:25]=2)=[CH:17][C:16]=1[Cl:32].[CH3:41][C:42]1[S:43][C:44]([CH:48]=O)=[C:45]([CH3:47])[N:46]=1. (2) Given the product [Si:10]([O:25][CH:23]([CH3:24])[CH2:22][CH:21]([C:18]1[CH:19]=[CH:20][C:15]([Cl:14])=[C:16]([F:27])[CH:17]=1)[OH:26])([C:6]([CH3:9])([CH3:8])[CH3:7])([CH3:12])[CH3:11], predict the reactants needed to synthesize it. The reactants are: N1C=CN=C1.[C:6]([Si:10](Cl)([CH3:12])[CH3:11])([CH3:9])([CH3:8])[CH3:7].[Cl:14][C:15]1[CH:20]=[CH:19][C:18]([CH:21]([OH:26])[CH2:22][CH:23]([OH:25])[CH3:24])=[CH:17][C:16]=1[F:27]. (3) Given the product [CH:4]1([C:8]2[CH:9]=[CH:10][C:11]([NH:19][C:20](=[O:26])[O:21][C:22]([CH3:23])([CH3:25])[CH3:24])=[C:12]3[C:16]=2[CH2:15][N:14]([CH3:17])[C:13]3=[O:18])[CH2:5][CH:1]=[CH:2][CH2:3]1, predict the reactants needed to synthesize it. The reactants are: [CH2:1]=[CH:2][CH2:3][CH:4]([C:8]1[CH:9]=[CH:10][C:11]([NH:19][C:20](=[O:26])[O:21][C:22]([CH3:25])([CH3:24])[CH3:23])=[C:12]2[C:16]=1[CH2:15][N:14]([CH3:17])[C:13]2=[O:18])[CH2:5]C=C.